From a dataset of CYP1A2 inhibition data for predicting drug metabolism from PubChem BioAssay. Regression/Classification. Given a drug SMILES string, predict its absorption, distribution, metabolism, or excretion properties. Task type varies by dataset: regression for continuous measurements (e.g., permeability, clearance, half-life) or binary classification for categorical outcomes (e.g., BBB penetration, CYP inhibition). Dataset: cyp1a2_veith. (1) The molecule is CSc1ccc(Cl)c(C(=O)NCCOc2cc(C)ccc2C(C)C)c1. The result is 1 (inhibitor). (2) The molecule is Clc1ccccc1-c1nc(N2CCNCC2)c2ccccc2n1. The result is 1 (inhibitor). (3) The drug is Cc1ccc([N+](=O)[O-])cc1N=C(c1cccc([N+](=O)[O-])c1)N1CCOCC1. The result is 0 (non-inhibitor).